From a dataset of Full USPTO retrosynthesis dataset with 1.9M reactions from patents (1976-2016). Predict the reactants needed to synthesize the given product. (1) Given the product [CH3:1][N:2]([CH3:18])[S:3]([NH:6][CH2:7][C:8]1[CH:17]=[CH:16][C:11]([C:12]([OH:14])=[O:13])=[CH:10][CH:9]=1)(=[O:5])=[O:4], predict the reactants needed to synthesize it. The reactants are: [CH3:1][N:2]([CH3:18])[S:3]([NH:6][CH2:7][C:8]1[CH:17]=[CH:16][C:11]([C:12]([O:14]C)=[O:13])=[CH:10][CH:9]=1)(=[O:5])=[O:4].[OH-].[K+].Cl. (2) Given the product [NH2:1][C:2]1[C:3]([NH2:22])=[CH:4][C:5]2[O:9][N:8]=[C:7]([N:10]3[C:11](=[O:20])[C:12]4[C:17](=[CH:16][CH:15]=[CH:14][CH:13]=4)[C:18]3=[O:19])[C:6]=2[CH:21]=1, predict the reactants needed to synthesize it. The reactants are: [NH2:1][C:2]1[C:3]([NH:22]C(=O)OC(C)(C)C)=[CH:4][C:5]2[O:9][N:8]=[C:7]([N:10]3[C:18](=[O:19])[C:17]4[C:12](=[CH:13][CH:14]=[CH:15][CH:16]=4)[C:11]3=[O:20])[C:6]=2[CH:21]=1.Cl.C(Cl)Cl. (3) Given the product [C:13]([O:12][C:10]([N:7]1[CH2:6][CH2:5][C:4]([N:17]2[CH:21]=[C:20]([C:22]([OH:24])=[O:23])[C:19]([NH:26][C:27]3[CH:32]=[CH:31][CH:30]=[CH:29][CH:28]=3)=[N:18]2)([CH2:3][C:1]#[N:2])[CH2:9][CH2:8]1)=[O:11])([CH3:16])([CH3:14])[CH3:15], predict the reactants needed to synthesize it. The reactants are: [C:1]([CH2:3][C:4]1([N:17]2[CH:21]=[C:20]([C:22]([O:24]C)=[O:23])[C:19]([NH:26][C:27]3[CH:32]=[CH:31][CH:30]=[CH:29][CH:28]=3)=[N:18]2)[CH2:9][CH2:8][N:7]([C:10]([O:12][C:13]([CH3:16])([CH3:15])[CH3:14])=[O:11])[CH2:6][CH2:5]1)#[N:2].CO.[OH-].[Na+].Cl. (4) Given the product [C:19]1([C:17]2[C:4]3[C:5](=[CH:6][CH:7]=[C:2]([O:1][CH2:31][C:32]4[CH:37]=[CH:36][CH:35]=[CH:34][CH:33]=4)[CH:3]=3)[NH:8][N:41]=2)[CH:20]=[CH:21][CH:22]=[CH:23][CH:24]=1, predict the reactants needed to synthesize it. The reactants are: [OH:1][C:2]1[CH:7]=[CH:6][C:5]([NH:8]C(=O)C2C=CC=CC=2)=[C:4]([C:17]([C:19]2[CH:24]=[CH:23][CH:22]=[CH:21][CH:20]=2)=O)[CH:3]=1.C(=O)([O-])[O-].[K+].[K+].[CH2:31](Br)[C:32]1[CH:37]=[CH:36][CH:35]=[CH:34][CH:33]=1.O.C[N:41](C)C=O. (5) The reactants are: [NH2:1][C:2]1[CH:7]=[CH:6][C:5]([F:8])=[CH:4][C:3]=1[OH:9].[CH:10](=O)/[CH:11]=[CH:12]/[CH3:13].[NH4+].[OH-]. Given the product [F:8][C:5]1[CH:6]=[C:7]2[C:2](=[C:3]([OH:9])[CH:4]=1)[N:1]=[C:12]([CH3:13])[CH:11]=[CH:10]2, predict the reactants needed to synthesize it. (6) Given the product [Cl:22][C:11]1[N:10]=[C:9]2[CH:8]=[C:7]([CH2:6][N:29]3[C:33]4=[CH:34][N:35]=[CH:36][CH:37]=[C:32]4[C:31]4([CH2:38][CH2:39]4)[C:30]3=[O:40])[N:15]([CH2:16][CH2:17][S:18]([CH3:21])(=[O:20])=[O:19])[C:14]2=[CH:13][CH:12]=1, predict the reactants needed to synthesize it. The reactants are: CS(O[CH2:6][C:7]1[N:15]([CH2:16][CH2:17][S:18]([CH3:21])(=[O:20])=[O:19])[C:14]2[C:9](=[N:10][C:11]([Cl:22])=[CH:12][CH:13]=2)[CH:8]=1)(=O)=O.[Na].[O-]CCCC.[NH:29]1[C:33]2=[CH:34][N:35]=[CH:36][CH:37]=[C:32]2[C:31]2([CH2:39][CH2:38]2)[C:30]1=[O:40]. (7) The reactants are: [S:1]1[CH:5]=[C:4]([C:6]([OH:8])=O)[C:3]2[CH2:9][CH2:10][CH2:11][CH2:12][C:2]1=2.Cl.[NH2:14][C:15]1[CH:16]=[CH:17][C:18]([O:23][CH2:24][C:25]([CH3:29])([CH3:28])[CH2:26][OH:27])=[C:19]([CH:22]=1)[C:20]#[N:21]. Given the product [C:20]([C:19]1[CH:22]=[C:15]([NH:14][C:6]([C:4]2[C:3]3[CH2:9][CH2:10][CH2:11][CH2:12][C:2]=3[S:1][CH:5]=2)=[O:8])[CH:16]=[CH:17][C:18]=1[O:23][CH2:24][C:25]([CH3:28])([CH3:29])[CH2:26][OH:27])#[N:21], predict the reactants needed to synthesize it. (8) Given the product [F:22][C:20]([F:23])([F:21])[C:18]1[CH:17]=[C:16]([C:24]2([C:42]([F:45])([F:43])[F:44])[O:1][N:8]=[C:26]([C:28]3[C:37]4[C:32](=[CH:33][CH:34]=[CH:35][CH:36]=4)[C:31]([C:38]([O:40][CH3:41])=[O:39])=[CH:30][CH:29]=3)[CH2:25]2)[CH:15]=[C:14]([C:13]([F:12])([F:46])[F:47])[CH:19]=1, predict the reactants needed to synthesize it. The reactants are: [OH-:1].[Na+].S(O)(O)(=O)=O.[NH2:8]O.NO.[F:12][C:13]([F:47])([F:46])[C:14]1[CH:15]=[C:16]([C:24]([C:42]([F:45])([F:44])[F:43])=[CH:25][C:26]([C:28]2[C:37]3[C:32](=[CH:33][CH:34]=[CH:35][CH:36]=3)[C:31]([C:38]([O:40][CH3:41])=[O:39])=[CH:30][CH:29]=2)=O)[CH:17]=[C:18]([C:20]([F:23])([F:22])[F:21])[CH:19]=1.Cl. (9) Given the product [CH3:30][N:29]([CH3:31])[C:27]([CH2:26][O:22][C:21]([C@H:17]1[CH2:18][CH2:19][CH2:20][N:16]1[C:14](=[O:15])[CH2:13][CH2:12][CH2:11][CH2:10][C:9]([N:5]1[CH2:6][CH2:7][CH2:8][C@@H:4]1[C:1]([O:3][CH2:35][C:34](=[O:44])[N:36]([CH3:39])[CH3:37])=[O:2])=[O:24])=[O:23])=[O:28], predict the reactants needed to synthesize it. The reactants are: [C:1]([C@H:4]1[CH2:8][CH2:7][CH2:6][N:5]1[C:9](=[O:24])[CH2:10][CH2:11][CH2:12][CH2:13][C:14]([N:16]1[CH2:20][CH2:19][CH2:18][C@@H:17]1[C:21]([OH:23])=[O:22])=[O:15])([OH:3])=[O:2].Cl[CH2:26][C:27]([N:29]([CH3:31])[CH3:30])=[O:28].[I-].[Na+].[CH2:34]([N:36]([CH2:39]C)[CH2:37]C)[CH3:35].CN(C)C=[O:44]. (10) Given the product [CH2:6]([O:5][C:3](=[O:4])[CH2:2][C:13]1[N:12]=[C:8]([CH2:9][CH3:10])[S:11][CH:14]=1)[CH3:7], predict the reactants needed to synthesize it. The reactants are: Cl[CH2:2][C:3]([O:5][CH2:6][CH3:7])=[O:4].[C:8]([NH2:12])(=[S:11])[CH2:9][CH3:10].[CH3:13][C:14](C)=O.